The task is: Binary Classification. Given a T-cell receptor sequence (or CDR3 region) and an epitope sequence, predict whether binding occurs between them.. This data is from TCR-epitope binding with 47,182 pairs between 192 epitopes and 23,139 TCRs. (1) The epitope is MPASWVMRI. The TCR CDR3 sequence is CASSPGQGREQYF. Result: 0 (the TCR does not bind to the epitope). (2) Result: 0 (the TCR does not bind to the epitope). The TCR CDR3 sequence is CASSPIGGETSGKYNEQFF. The epitope is LPRRSGAAGA. (3) The epitope is NLVPMVATV. The TCR CDR3 sequence is CASSQDGTGTLRQQYF. Result: 1 (the TCR binds to the epitope). (4) The epitope is GLCTLVAML. The TCR CDR3 sequence is CSAREGTGNGYTF. Result: 1 (the TCR binds to the epitope).